Predict the reactants needed to synthesize the given product. From a dataset of Full USPTO retrosynthesis dataset with 1.9M reactions from patents (1976-2016). (1) The reactants are: [O:1]1[CH:5]=[CH:4][CH:3]=[C:2]1[C:6]1[C:7]2[S:15][CH:14]=[CH:13][C:8]=2[N:9]=[C:10]([NH2:12])[N:11]=1.[C:16](Cl)(=[O:18])[CH3:17].O. Given the product [O:1]1[CH:5]=[CH:4][CH:3]=[C:2]1[C:6]1[C:7]2[S:15][CH:14]=[CH:13][C:8]=2[N:9]=[C:10]([NH:12][C:16](=[O:18])[CH3:17])[N:11]=1, predict the reactants needed to synthesize it. (2) Given the product [NH2:1][C:2]1[C:7]([NH2:8])=[C:6]([CH2:11][CH2:12][C:13]2[CH:14]=[CH:15][C:16]([CH3:19])=[CH:17][CH:18]=2)[CH:5]=[CH:4][N:3]=1, predict the reactants needed to synthesize it. The reactants are: [NH2:1][C:2]1[C:7]([N+:8]([O-])=O)=[C:6]([CH:11]=[CH:12][C:13]2[CH:18]=[CH:17][C:16]([CH3:19])=[CH:15][CH:14]=2)[CH:5]=[CH:4][N:3]=1. (3) Given the product [CH2:10]([N:4]1[C:5]([CH3:9])=[C:6]([CH3:8])[CH:7]=[C:2]([NH:1][C:20](=[O:21])[C:19]2[CH:23]=[CH:24][C:16]([F:15])=[CH:17][CH:18]=2)[C:3]1=[O:14])[CH2:11][CH2:12][CH3:13], predict the reactants needed to synthesize it. The reactants are: [NH2:1][C:2]1[C:3](=[O:14])[N:4]([CH2:10][CH2:11][CH2:12][CH3:13])[C:5]([CH3:9])=[C:6]([CH3:8])[CH:7]=1.[F:15][C:16]1[CH:24]=[CH:23][C:19]([C:20](Cl)=[O:21])=[CH:18][CH:17]=1. (4) Given the product [CH2:1]([NH:8][CH:20]([C:17]1([CH:22]=[O:23])[CH2:19][CH2:18]1)[C:9]#[N:10])[C:2]1[CH:7]=[CH:6][CH:5]=[CH:4][CH:3]=1, predict the reactants needed to synthesize it. The reactants are: [CH2:1]([NH2:8])[C:2]1[CH:7]=[CH:6][CH:5]=[CH:4][CH:3]=1.[C-:9]#[N:10].[K+].S(=O)(O)[O-].[Na+].[C:17]1([CH:22]=[O:23])([CH:20]=O)[CH2:19][CH2:18]1.C(=O)(O)[O-].[Na+]. (5) Given the product [NH2:1][C:4]1[CH:5]=[C:6]2[C:11](=[CH:12][CH:13]=1)[C:9](=[O:10])[O:8][CH:7]2[B:14]([OH:16])[OH:15], predict the reactants needed to synthesize it. The reactants are: [N+:1]([C:4]1[CH:5]=[C:6]2[C:11](=[CH:12][CH:13]=1)[C:9](=[O:10])[O:8][CH:7]2[B:14]([OH:16])[OH:15])([O-])=O.C([O-])=O.[NH4+]. (6) Given the product [NH2:17][C:18]1[CH:23]=[CH:22][C:21]([C:7]2[CH:15]=[CH:14][C:13]([C:16]3[N:17]([C:32]([O:34][C:35]([CH3:37])([CH3:36])[CH3:38])=[O:33])[C:18]4[C:23]([CH:24]=3)=[CH:22][C:21]([CH2:25][N:26]3[CH2:31][CH2:30][CH2:29][CH2:28][CH2:27]3)=[CH:20][CH:19]=4)=[C:12]3[C:8]=2[CH2:9][NH:10][C:11]3=[O:39])=[CH:20][CH:19]=1, predict the reactants needed to synthesize it. The reactants are: FC(F)(F)S(O[C:7]1[CH:15]=[CH:14][C:13]([C:16]2[N:17]([C:32]([O:34][C:35]([CH3:38])([CH3:37])[CH3:36])=[O:33])[C:18]3[C:23]([CH:24]=2)=[CH:22][C:21]([CH2:25][N:26]2[CH2:31][CH2:30][CH2:29][CH2:28][CH2:27]2)=[CH:20][CH:19]=3)=[C:12]2[C:8]=1[CH2:9][NH:10][C:11]2=[O:39])(=O)=O.C(=O)([O-])[O-].[K+].[K+].O.